This data is from Full USPTO retrosynthesis dataset with 1.9M reactions from patents (1976-2016). The task is: Predict the reactants needed to synthesize the given product. (1) Given the product [O:13]1[CH:17]=[CH:16][CH:15]=[C:14]1[C:18]([C:25]1[S:21][CH:22]=[C:23]([CH2:26][C:27]([O:29][CH2:30][CH3:31])=[O:28])[CH:24]=1)=[O:19], predict the reactants needed to synthesize it. The reactants are: [Cl-].[Al+3].[Al+3].[Al+3].[Cl-].[Cl-].[Cl-].[Cl-].[Cl-].[Cl-].[Cl-].[Cl-].[O:13]1[CH:17]=[CH:16][CH:15]=[C:14]1[C:18](Cl)=[O:19].[S:21]1[CH:25]=[CH:24][C:23]([CH2:26][C:27]([O:29][CH2:30][CH3:31])=[O:28])=[CH:22]1.O. (2) Given the product [CH2:2]([O:3][C:4]1[CH:9]=[CH:8][C:7]([NH:10][C:12]2[N:17]3[N:18]=[CH:19][CH:20]=[C:16]3[N:15]=[C:14]([S:21][CH3:22])[N:13]=2)=[CH:6][CH:5]=1)[CH3:1], predict the reactants needed to synthesize it. The reactants are: [CH3:1][CH2:2][O:3][C:4]1[CH:5]=[CH:6][C:7]([NH2:10])=[CH:8][CH:9]=1.Cl[C:12]1[N:17]2[N:18]=[CH:19][CH:20]=[C:16]2[N:15]=[C:14]([S:21][CH3:22])[N:13]=1.O. (3) Given the product [C:10]([NH:17][CH2:18][C:19]1[CH:20]=[C:21]([C:25]2[CH:34]=[C:33]([C:35]([NH:37][CH2:38][C@H:39]3[CH2:44][CH2:43][C@H:42]([CH2:45][NH:46][C:47](=[O:53])[O:48][C:49]([CH3:50])([CH3:52])[CH3:51])[CH2:41][CH2:40]3)=[O:36])[C:32]3[C:27](=[CH:28][CH:29]=[CH:30][CH:31]=3)[N:26]=2)[CH:22]=[CH:23][CH:24]=1)(=[O:12])[CH3:11], predict the reactants needed to synthesize it. The reactants are: CCN(C(C)C)C(C)C.[C:10](OC(=O)C)(=[O:12])[CH3:11].[NH2:17][CH2:18][C:19]1[CH:20]=[C:21]([C:25]2[CH:34]=[C:33]([C:35]([NH:37][CH2:38][C@H:39]3[CH2:44][CH2:43][C@H:42]([CH2:45][NH:46][C:47](=[O:53])[O:48][C:49]([CH3:52])([CH3:51])[CH3:50])[CH2:41][CH2:40]3)=[O:36])[C:32]3[C:27](=[CH:28][CH:29]=[CH:30][CH:31]=3)[N:26]=2)[CH:22]=[CH:23][CH:24]=1. (4) Given the product [Cl:1][C:2]1[CH:7]=[CH:6][C:5]([CH2:8][CH:9]([NH:24][CH3:22])[CH2:10][C:11]2[CH:16]=[CH:15][C:14]([Cl:17])=[CH:13][CH:12]=2)=[CH:4][CH:3]=1, predict the reactants needed to synthesize it. The reactants are: [Cl:1][C:2]1[CH:7]=[CH:6][C:5]([CH2:8][C:9](=O)[CH2:10][C:11]2[CH:16]=[CH:15][C:14]([Cl:17])=[CH:13][CH:12]=2)=[CH:4][CH:3]=1.Cl.CN.[CH2:22]([N:24](CC)CC)C.[BH4-].[Na+]. (5) The reactants are: [O:1]=[C:2]1[O:6][N:5]=[C:4]([C:7]2[CH:12]=[CH:11][C:10]([CH2:13][CH2:14][N:15]([CH2:42][C:43]3[CH:52]=[CH:51][C:46]([C:47]([O:49]C)=[O:48])=[CH:45][CH:44]=3)[CH2:16][CH2:17][C:18]3[CH:23]=[CH:22][CH:21]=[CH:20][C:19]=3[O:24][CH2:25][C:26]3[CH:31]=[CH:30][C:29]([C:32]4[CH:37]=[CH:36][C:35]([C:38]([F:41])([F:40])[F:39])=[CH:34][CH:33]=4)=[CH:28][CH:27]=3)=[CH:9][CH:8]=2)[NH:3]1.[OH-].[Li+].Cl. Given the product [O:1]=[C:2]1[O:6][N:5]=[C:4]([C:7]2[CH:8]=[CH:9][C:10]([CH2:13][CH2:14][N:15]([CH2:42][C:43]3[CH:44]=[CH:45][C:46]([C:47]([OH:49])=[O:48])=[CH:51][CH:52]=3)[CH2:16][CH2:17][C:18]3[CH:23]=[CH:22][CH:21]=[CH:20][C:19]=3[O:24][CH2:25][C:26]3[CH:31]=[CH:30][C:29]([C:32]4[CH:37]=[CH:36][C:35]([C:38]([F:41])([F:40])[F:39])=[CH:34][CH:33]=4)=[CH:28][CH:27]=3)=[CH:11][CH:12]=2)[NH:3]1, predict the reactants needed to synthesize it. (6) The reactants are: Br[C:2]1[CH:3]=[C:4]2[C:9](=[C:10]([O:12]COCC[Si](C)(C)C)[CH:11]=1)[N:8]=[CH:7][N:6](COCC[Si](C)(C)C)[C:5]2=[O:29].[O:30]1[C:34]2[CH:35]=[C:36](B(O)O)[CH:37]=[CH:38][C:33]=2[CH2:32][CH2:31]1.C1C2C(=CC=CC=2)CCC=1B(O)O.C(=O)([O-])[O-].[K+].[K+]. Given the product [O:30]1[C:34]2[CH:35]=[C:36]([C:2]3[CH:3]=[C:4]4[C:9](=[C:10]([OH:12])[CH:11]=3)[N:8]=[CH:7][NH:6][C:5]4=[O:29])[CH:37]=[CH:38][C:33]=2[CH2:32][CH2:31]1, predict the reactants needed to synthesize it.